This data is from Reaction yield outcomes from USPTO patents with 853,638 reactions. The task is: Predict the reaction yield, written as a fraction of the theoretical maximum amount of product (1.0 means a 100% yield; for example, 0.34 means a 34% yield). (1) The reactants are [NH2:1][C:2]1[C:11]([O:12][CH3:13])=[N:10][C:9]2[C:4](=[CH:5][C:6]([CH3:15])=[C:7]([CH3:14])[CH:8]=2)[N:3]=1.Cl[C:17]([O:19][CH2:20][CH3:21])=[O:18].N1C=CC=CC=1. The catalyst is ClCCl. The product is [CH3:13][O:12][C:11]1[C:2]([NH:1][C:17](=[O:18])[O:19][CH2:20][CH3:21])=[N:3][C:4]2[C:9](=[CH:8][C:7]([CH3:14])=[C:6]([CH3:15])[CH:5]=2)[N:10]=1. The yield is 0.840. (2) The reactants are [OH:1][CH:2]1[CH2:11][CH2:10][NH:9][C:8]2[N:7]=[CH:6][C:5]([C:12]3[CH:17]=[CH:16][C:15]([C:18]([N:20]4[CH2:25][CH2:24][N:23]([CH3:26])[CH2:22][CH2:21]4)=[O:19])=[CH:14][CH:13]=3)=[CH:4][C:3]1=2.[F:27][C:28]1[CH:33]=[CH:32][C:31]([C:34](=[O:36])[CH3:35])=[C:30](O)[CH:29]=1. The catalyst is CO.C(Cl)Cl. The product is [F:27][C:28]1[CH:33]=[CH:32][C:31]([C:34](=[O:36])[CH3:35])=[C:30]([O:1][CH:2]2[C:3]3[C:8](=[N:7][CH:6]=[C:5]([C:12]4[CH:13]=[CH:14][C:15]([C:18]([N:20]5[CH2:21][CH2:22][N:23]([CH3:26])[CH2:24][CH2:25]5)=[O:19])=[CH:16][CH:17]=4)[CH:4]=3)[NH:9][CH2:10][CH2:11]2)[CH:29]=1. The yield is 0.530. (3) The reactants are [C:1]1([CH:11]=O)[C:10]2[C:5](=[CH:6][CH:7]=[CH:8][CH:9]=2)[CH:4]=[CH:3][CH:2]=1.[CH:13]1([CH2:16][NH2:17])[CH2:15][CH2:14]1.[Cl:18][C:19]1[CH:27]=[C:26]2[C:22]([CH:23]=[CH:24][NH:25]2)=[CH:21][CH:20]=1. The catalyst is C(Cl)Cl. The product is [Cl:18][C:19]1[CH:27]=[C:26]2[C:22]([C:23]([CH:11]([NH:17][CH2:16][CH:13]3[CH2:15][CH2:14]3)[C:1]3[C:10]4[C:5](=[CH:6][CH:7]=[CH:8][CH:9]=4)[CH:4]=[CH:3][CH:2]=3)=[CH:24][NH:25]2)=[CH:21][CH:20]=1. The yield is 0.370. (4) The reactants are C([Li])CCC.[F:6][C:7]1[CH:12]=[CH:11][CH:10]=[CH:9][C:8]=1[C@H:13]1[O:15][C@:14]1([CH2:23][N:24]1[CH:28]=[N:27][CH:26]=[N:25]1)[C:16]1[CH:21]=[CH:20][CH:19]=[C:18]([F:22])[CH:17]=1.[CH3:29][S:30]SC.[Cl-].[NH4+]. The catalyst is O1CCCC1.CO. The product is [F:6][C:7]1[CH:12]=[CH:11][CH:10]=[CH:9][C:8]=1[C@H:13]1[O:15][C@:14]1([CH2:23][N:24]1[C:28]([S:30][CH3:29])=[N:27][CH:26]=[N:25]1)[C:16]1[CH:21]=[CH:20][CH:19]=[C:18]([F:22])[CH:17]=1. The yield is 0.410. (5) The reactants are [NH2:1][C:2]1[CH:7]=[CH:6][C:5]([C:8]2[C:16]3[C:11](=[N:12][CH:13]=[N:14][C:15]=3[NH2:17])[N:10]([CH:18]3[CH2:23][CH2:22][N:21]([CH:24]4[CH2:29][CH2:28][N:27]([CH3:30])[CH2:26][CH2:25]4)[CH2:20][CH2:19]3)[N:9]=2)=[CH:4][C:3]=1[O:31][CH3:32].[F:33][C:34]([F:46])([F:45])[O:35][C:36]1[CH:41]=[CH:40][C:39]([C:42](Cl)=[O:43])=[CH:38][CH:37]=1. The catalyst is N1C=CC=CC=1.ClCCl. The product is [NH2:17][C:15]1[N:14]=[CH:13][N:12]=[C:11]2[N:10]([CH:18]3[CH2:23][CH2:22][N:21]([CH:24]4[CH2:29][CH2:28][N:27]([CH3:30])[CH2:26][CH2:25]4)[CH2:20][CH2:19]3)[N:9]=[C:8]([C:5]3[CH:6]=[CH:7][C:2]([NH:1][C:42](=[O:43])[C:39]4[CH:40]=[CH:41][C:36]([O:35][C:34]([F:33])([F:45])[F:46])=[CH:37][CH:38]=4)=[C:3]([O:31][CH3:32])[CH:4]=3)[C:16]=12. The yield is 0.670.